Dataset: Catalyst prediction with 721,799 reactions and 888 catalyst types from USPTO. Task: Predict which catalyst facilitates the given reaction. (1) Reactant: [NH:1]1[CH2:6][CH2:5][C:4]2([O:11][C:10](=[O:12])[NH:9][C:8]3[CH:13]=[CH:14][CH:15]=[CH:16][C:7]2=3)[CH2:3][CH2:2]1.O=[C:18]1[CH2:23][CH2:22][N:21]([C:24]([O:26][C:27]([CH3:30])([CH3:29])[CH3:28])=[O:25])[CH2:20][CH2:19]1.C(O)(=O)C.C(O[BH-](OC(=O)C)OC(=O)C)(=O)C.[Na+]. Product: [O:12]=[C:10]1[NH:9][C:8]2[CH:13]=[CH:14][CH:15]=[CH:16][C:7]=2[C:4]2([CH2:3][CH2:2][N:1]([CH:18]3[CH2:23][CH2:22][N:21]([C:24]([O:26][C:27]([CH3:30])([CH3:29])[CH3:28])=[O:25])[CH2:20][CH2:19]3)[CH2:6][CH2:5]2)[O:11]1. The catalyst class is: 26. (2) Reactant: Cl[C:2]1[C:11]2[C:6](=[CH:7][C:8]([O:17][CH3:18])=[C:9]([O:12][CH2:13][CH2:14][O:15][CH3:16])[CH:10]=2)[N:5]=[C:4]([C:19]2[CH:24]=[CH:23][CH:22]=[C:21]([N+:25]([O-:27])=[O:26])[CH:20]=2)[N:3]=1.[NH2:28][C:29]1[CH:30]=[C:31]2[C:35](=[CH:36][CH:37]=1)[N:34]([C:38]([O-:40])=[O:39])[N:33]=[CH:32]2. Product: [CH3:18][O:17][C:8]1[CH:7]=[C:6]2[C:11]([C:2]([NH:28][C:29]3[CH:30]=[C:31]4[C:35](=[CH:36][CH:37]=3)[N:34]([C:38]([O:40][CH2:11][CH2:6][CH2:7][CH3:8])=[O:39])[N:33]=[CH:32]4)=[N:3][C:4]([C:19]3[CH:24]=[CH:23][CH:22]=[C:21]([N+:25]([O-:27])=[O:26])[CH:20]=3)=[N:5]2)=[CH:10][C:9]=1[O:12][CH2:13][CH2:14][O:15][CH3:16]. The catalyst class is: 32. (3) Reactant: [CH3:1][O:2][CH2:3][CH:4]([NH2:6])[CH3:5].Cl[C:8]1[C:17]2[C:12](=[CH:13][C:14]([C:20]3[C:21]([CH3:26])=[N:22][O:23][C:24]=3[CH3:25])=[C:15]([O:18][CH3:19])[CH:16]=2)[N:11]=[CH:10][C:9]=1[N+:27]([O-:29])=[O:28].C(N(CC)CC)C. Product: [CH3:26][C:21]1[C:20]([C:14]2[CH:13]=[C:12]3[C:17]([C:8]([NH:6][CH:4]([CH3:5])[CH2:3][O:2][CH3:1])=[C:9]([N+:27]([O-:29])=[O:28])[CH:10]=[N:11]3)=[CH:16][C:15]=2[O:18][CH3:19])=[C:24]([CH3:25])[O:23][N:22]=1. The catalyst class is: 179. (4) The catalyst class is: 18. Product: [CH2:25]1[C:26]2[C:21](=[CH:20][C:19]([NH:18][C:10]3[N:9]=[C:8]([CH2:7][CH2:6][C:5]4[CH:36]=[CH:37][CH:38]=[CH:39][C:4]=4[CH2:3][C:2]([NH2:1])=[O:40])[C:13]([C:14]([F:16])([F:17])[F:15])=[CH:12][N:11]=3)=[CH:28][CH:27]=2)[CH2:22][CH2:23][NH:24]1. Reactant: [NH2:1][C:2](=[O:40])[CH2:3][C:4]1[CH:39]=[CH:38][CH:37]=[CH:36][C:5]=1[CH2:6][CH2:7][C:8]1[C:13]([C:14]([F:17])([F:16])[F:15])=[CH:12][N:11]=[C:10]([NH:18][C:19]2[CH:20]=[C:21]3[C:26](=[CH:27][CH:28]=2)[CH2:25][N:24](C(OC(C)(C)C)=O)[CH2:23][CH2:22]3)[N:9]=1.C(OC(N1CCC2C(=CC=C(NC3N=C(CCC4C=CC=CC=4CC([O-])=O)C(C(F)(F)F)=CN=3)C=2)C1)=O)(C)(C)C.[Li+].CN(C(ON1N=NC2C=CC=NC1=2)=[N+](C)C)C.F[P-](F)(F)(F)(F)F.C(=O)([O-])[O-].[NH4+].[NH4+].CCN(C(C)C)C(C)C.C(=O)(O)[O-].[Na+]. (5) Reactant: [CH3:1][C:2]1[C:10]2[NH:9][C:8](=[O:11])[N:7]([CH2:12][C:13]([O:15][C:16]([CH3:19])([CH3:18])[CH3:17])=[O:14])[C:6]=2[CH:5]=[C:4]([CH3:20])[CH:3]=1.[H-].[Na+].Br[CH2:24][C:25]([O:27][CH3:28])=[O:26]. Product: [CH3:28][O:27][C:25](=[O:26])[CH2:24][N:9]1[C:10]2[C:2]([CH3:1])=[CH:3][C:4]([CH3:20])=[CH:5][C:6]=2[N:7]([CH2:12][C:13]([O:15][C:16]([CH3:17])([CH3:19])[CH3:18])=[O:14])[C:8]1=[O:11]. The catalyst class is: 3. (6) Reactant: [NH:1]1[CH2:4][CH:3]([NH:5][C:6](=O)OC(C)(C)C)[CH2:2]1.Cl[C:14]1[C:23]2[CH2:22][CH2:21][C:20]([CH3:25])([CH3:24])[CH2:19][C:18]=2[N:17]=[C:16]([NH2:26])[N:15]=1.C(N(CC)CC)C.O. Product: [CH3:24][C:20]1([CH3:25])[CH2:19][C:18]2[N:17]=[C:16]([NH2:26])[N:15]=[C:14]([N:1]3[CH2:2][CH:3]([NH:5][CH3:6])[CH2:4]3)[C:23]=2[CH2:22][CH2:21]1. The catalyst class is: 37. (7) Reactant: C[Si]([N-][Si](C)(C)C)(C)C.[Na+].CCCCCC.[CH2:17]([C@H:24]1[CH2:28][O:27][C:26](=[O:29])[N:25]1[C:30](=[O:33])[CH2:31][CH3:32])[C:18]1[CH:23]=[CH:22][CH:21]=[CH:20][CH:19]=1.Br[CH2:35]/[CH:36]=[CH:37]/[CH2:38][O:39][CH2:40][C:41]1[CH:46]=[CH:45][CH:44]=[CH:43][CH:42]=1.[Cl-].[NH4+]. Product: [CH2:17]([C@H:24]1[CH2:28][O:27][C:26](=[O:29])[N:25]1[C:30](=[O:33])[C@H:31]([CH3:32])[CH2:35]/[CH:36]=[CH:37]/[CH2:38][O:39][CH2:40][C:41]1[CH:46]=[CH:45][CH:44]=[CH:43][CH:42]=1)[C:18]1[CH:19]=[CH:20][CH:21]=[CH:22][CH:23]=1. The catalyst class is: 7. (8) Reactant: [NH:1]1[CH2:6][CH2:5][CH:4]([N:7]([CH2:21][CH3:22])[C:8](=[O:20])[CH2:9][C:10]2[CH:15]=[CH:14][C:13]([S:16]([CH3:19])(=[O:18])=[O:17])=[CH:12][CH:11]=2)[CH2:3][CH2:2]1.CCN(C(C)C)C(C)C.[Cl:32][CH2:33][CH2:34][C:35]([C:37]1[CH:42]=[CH:41][C:40]([F:43])=[CH:39][CH:38]=1)=[O:36]. Product: [ClH:32].[F:43][C:40]1[CH:39]=[CH:38][C:37]([C:35](=[O:36])[CH2:34][CH2:33][N:1]2[CH2:6][CH2:5][CH:4]([N:7]([CH2:21][CH3:22])[C:8](=[O:20])[CH2:9][C:10]3[CH:15]=[CH:14][C:13]([S:16]([CH3:19])(=[O:17])=[O:18])=[CH:12][CH:11]=3)[CH2:3][CH2:2]2)=[CH:42][CH:41]=1. The catalyst class is: 3. (9) Reactant: [C:1]([O:5][C:6]([N:8]1[CH2:13][CH2:12][CH:11]([C:14]([OH:16])=O)[CH2:10][CH2:9]1)=[O:7])([CH3:4])([CH3:3])[CH3:2].CN(C(ON1N=NC2C=CC=NC1=2)=[N+](C)C)C.F[P-](F)(F)(F)(F)F.[CH:41]([NH2:43])=[S:42].C(N(C(C)C)CC)(C)C. Product: [CH:41]([NH:43][C:14]([CH:11]1[CH2:12][CH2:13][N:8]([C:6]([O:5][C:1]([CH3:4])([CH3:3])[CH3:2])=[O:7])[CH2:9][CH2:10]1)=[O:16])=[S:42]. The catalyst class is: 4.